Dataset: Reaction yield outcomes from USPTO patents with 853,638 reactions. Task: Predict the reaction yield, written as a fraction of the theoretical maximum amount of product (1.0 means a 100% yield; for example, 0.34 means a 34% yield). (1) The reactants are [CH3:1][O:2][C:3]1[CH:9]=[CH:8][C:6]([NH2:7])=[C:5]([CH3:10])[CH:4]=1.[C:11](OC(=O)C)(=[O:13])[CH3:12]. The catalyst is C(Cl)Cl. The product is [CH3:1][O:2][C:3]1[CH:9]=[CH:8][C:6]([NH:7][C:11](=[O:13])[CH3:12])=[C:5]([CH3:10])[CH:4]=1. The yield is 0.820. (2) The reactants are [NH:1]1[C:9]2[C:4](=[CH:5][CH:6]=[CH:7][CH:8]=2)[C:3]2([CH2:13][O:12][C:11]3[CH:14]=[C:15]4[C:19](=[CH:20][C:10]2=3)[CH2:18][CH2:17][O:16]4)[C:2]1=[O:21].Br[CH2:23][C:24]([O:26][CH2:27][CH3:28])=[O:25].C(=O)([O-])[O-].[Cs+].[Cs+]. The catalyst is CC(C)=O. The product is [O:21]=[C:2]1[C:3]2([CH2:13][O:12][C:11]3[CH:14]=[C:15]4[C:19](=[CH:20][C:10]2=3)[CH2:18][CH2:17][O:16]4)[C:4]2[C:9](=[CH:8][CH:7]=[CH:6][CH:5]=2)[N:1]1[CH2:23][C:24]([O:26][CH2:27][CH3:28])=[O:25]. The yield is 0.630. (3) The reactants are C[O:2][C:3](=[O:33])[C:4]1[CH:9]=[CH:8][C:7]([CH2:10][N:11]2[CH:15]=[C:14]([C:16]3[CH:21]=[CH:20][C:19]([Cl:22])=[CH:18][C:17]=3[Cl:23])[N:13]=[C:12]2/[CH:24]=[CH:25]/[C:26]2[CH:31]=[CH:30][C:29](Br)=[CH:28][CH:27]=2)=[CH:6][CH:5]=1.[C:34]([C:36]1[CH:37]=[C:38](B(O)O)[CH:39]=[CH:40][CH:41]=1)#[N:35]. No catalyst specified. The product is [C:34]([C:36]1[CH:41]=[C:40]([C:29]2[CH:30]=[CH:31][C:26](/[CH:25]=[CH:24]/[C:12]3[N:11]([CH2:10][C:7]4[CH:6]=[CH:5][C:4]([C:3]([OH:2])=[O:33])=[CH:9][CH:8]=4)[CH:15]=[C:14]([C:16]4[CH:21]=[CH:20][C:19]([Cl:22])=[CH:18][C:17]=4[Cl:23])[N:13]=3)=[CH:27][CH:28]=2)[CH:39]=[CH:38][CH:37]=1)#[N:35]. The yield is 0.170.